The task is: Predict the reaction yield, written as a fraction of the theoretical maximum amount of product (1.0 means a 100% yield; for example, 0.34 means a 34% yield).. This data is from Reaction yield outcomes from USPTO patents with 853,638 reactions. (1) The reactants are [C:1]([N:4]1[C@H:8]([C@H:9]([OH:12])CO)[C@@H:7]([OH:13])[CH2:6][NH:5]1)(=[O:3])[CH3:2].I([O-])(=O)(=O)=O.[Na+].[BH4-].[Na+]. The catalyst is C(O)C.O. The product is [C:1]([N:4]1[C@H:8]([CH2:9][OH:12])[C@@H:7]([OH:13])[CH2:6][NH:5]1)(=[O:3])[CH3:2]. The yield is 0.760. (2) The product is [Cl:1][C:2]1[CH:7]=[CH:6][CH:5]=[CH:4][C:3]=1[C:8]1[NH:35][C:33](=[O:34])[NH:32][CH:23]([C:22]2[CH:25]=[C:26]([N+:29]([O-:31])=[O:30])[C:27]([OH:28])=[C:20]([O:19][CH2:17][CH3:18])[CH:21]=2)[C:9]=1[C:10]1[CH:15]=[CH:14][CH:13]=[CH:12][CH:11]=1. The yield is 0.142. The reactants are [Cl:1][C:2]1[CH:7]=[CH:6][CH:5]=[CH:4][C:3]=1[C:8](=O)[CH2:9][C:10]1[CH:15]=[CH:14][CH:13]=[CH:12][CH:11]=1.[CH2:17]([O:19][C:20]1[CH:21]=[C:22]([CH:25]=[C:26]([N+:29]([O-:31])=[O:30])[C:27]=1[OH:28])[CH:23]=O)[CH3:18].[NH2:32][C:33]([NH2:35])=[O:34].Cl. The catalyst is C(O)C. (3) The reactants are [ClH:1].O1CCOCC1.[Cl:8][C:9]1[C:10]([F:38])=[C:11]([CH:35]=[CH:36][CH:37]=1)[C:12]([N:14]1[CH2:19][CH2:18][N:17](C(OC(C)(C)C)=O)[CH2:16][CH:15]1[CH2:27][O:28][C:29]1[CH:30]=[N:31][CH:32]=[CH:33][CH:34]=1)=[O:13]. No catalyst specified. The product is [ClH:8].[ClH:1].[Cl:8][C:9]1[C:10]([F:38])=[C:11]([C:12]([N:14]2[CH2:19][CH2:18][NH:17][CH2:16][CH:15]2[CH2:27][O:28][C:29]2[CH:30]=[N:31][CH:32]=[CH:33][CH:34]=2)=[O:13])[CH:35]=[CH:36][CH:37]=1. The yield is 0.920. (4) The reactants are [CH3:1][C:2]1[N:6]([CH2:7][C:8]2[CH:26]=[CH:25][C:11]3/[C:12](=[CH:21]/[C:22](O)=[O:23])/[C:13]4[CH:20]=[CH:19][CH:18]=[CH:17][C:14]=4[CH2:15][CH2:16][C:10]=3[CH:9]=2)[C:5]2[CH:27]=[C:28]([C:32]3[CH:37]=[CH:36][CH:35]=[CH:34][CH:33]=3)[CH:29]=[C:30]([CH3:31])[C:4]=2[N:3]=1.[CH3:38][S:39]([NH2:42])(=[O:41])=[O:40].C1CCN2C(=NCCC2)CC1.C(O)(=O)CC(CC(O)=O)(C(O)=O)O. The catalyst is CN(C=O)C. The product is [CH3:1][C:2]1[N:6]([CH2:7][C:8]2[CH:26]=[CH:25][C:11]3/[C:12](=[CH:21]/[C:22]([NH:42][S:39]([CH3:38])(=[O:41])=[O:40])=[O:23])/[C:13]4[CH:20]=[CH:19][CH:18]=[CH:17][C:14]=4[CH2:15][CH2:16][C:10]=3[CH:9]=2)[C:5]2[CH:27]=[C:28]([C:32]3[CH:33]=[CH:34][CH:35]=[CH:36][CH:37]=3)[CH:29]=[C:30]([CH3:31])[C:4]=2[N:3]=1. The yield is 0.550. (5) The reactants are I[C:2]1[C:10]2[CH:9]=[N:8][CH:7]=[N:6][C:5]=2[N:4]([CH:11]([CH3:13])[CH3:12])[CH:3]=1.C([Mg]Cl)(C)C.[Br:19][C:20]1[CH:21]=[C:22]([CH:29]=[CH:30][N:31]=1)[C:23](N(OC)C)=[O:24]. The catalyst is C1COCC1. The product is [Br:19][C:20]1[CH:21]=[C:22]([C:23]([C:2]2[C:10]3[CH:9]=[N:8][CH:7]=[N:6][C:5]=3[N:4]([CH:11]([CH3:13])[CH3:12])[CH:3]=2)=[O:24])[CH:29]=[CH:30][N:31]=1. The yield is 0.640. (6) The reactants are Br[C:2]1[CH:7]=[CH:6][N:5]2[N:8]=[C:9]([N:11]([CH:13]3[CH2:15][CH2:14]3)[CH3:12])[N:10]=[C:4]2[CH:3]=1.[C:16](=[O:23])([O:18][C:19]([CH3:22])([CH3:21])[CH3:20])[NH2:17]. No catalyst specified. The product is [C:19]([O:18][C:16](=[O:23])[NH:17][C:2]1[CH:7]=[CH:6][N:5]2[N:8]=[C:9]([N:11]([CH:13]3[CH2:15][CH2:14]3)[CH3:12])[N:10]=[C:4]2[CH:3]=1)([CH3:22])([CH3:21])[CH3:20]. The yield is 0.550. (7) The reactants are [N+:1]([C:4]1[CH:10]=[CH:9][C:7]([NH2:8])=[CH:6][CH:5]=1)([O-:3])=[O:2].[CH3:11][C:12]1[CH:17]=[C:16]([CH3:18])[N:15]=[C:14]([CH:19]=O)[CH:13]=1.S(=O)(=O)(O)O.C([BH3-])#N.[Na+]. The catalyst is O1CCCC1.O. The product is [CH3:11][C:12]1[CH:17]=[C:16]([CH3:18])[N:15]=[C:14]([CH2:19][NH:8][C:7]2[CH:9]=[CH:10][C:4]([N+:1]([O-:3])=[O:2])=[CH:5][CH:6]=2)[CH:13]=1. The yield is 0.370.